Dataset: Reaction yield outcomes from USPTO patents with 853,638 reactions. Task: Predict the reaction yield, written as a fraction of the theoretical maximum amount of product (1.0 means a 100% yield; for example, 0.34 means a 34% yield). (1) The catalyst is ClCCl. The reactants are CC(OC)(OC)OC.[Si](Cl)(C)(C)C.[F:14][C:15]([F:27])([F:26])[C:16]1[CH:17]=[C:18]([C@H:22]([OH:25])[CH2:23]O)[CH:19]=[CH:20][CH:21]=1. The yield is 0.530. The product is [F:14][C:15]([F:27])([F:26])[C:16]1[CH:17]=[C:18]([C@H:22]2[CH2:23][O:25]2)[CH:19]=[CH:20][CH:21]=1. (2) The reactants are C(C(C([O:10][C:11]([C:14]([C:17]([F:20])([F:19])[F:18])([F:16])[F:15])(F)[F:12])=O)(F)F)(F)(F)F.ClC(F)=C(F)F. The catalyst is [Ni].O. The product is [C:17]([C:14]([C:11]([F:12])=[O:10])([F:16])[F:15])([F:20])([F:19])[F:18]. The yield is 0.900.